From a dataset of Full USPTO retrosynthesis dataset with 1.9M reactions from patents (1976-2016). Predict the reactants needed to synthesize the given product. (1) Given the product [Cl:1][C:2]1[C:7]2[S:8][C:9]([C:11]3[C:16]([Cl:17])=[CH:15][C:14]([CH:27]=[CH2:28])=[CH:13][C:12]=3[Cl:19])=[N:10][C:6]=2[CH:5]=[CH:4][N:3]=1, predict the reactants needed to synthesize it. The reactants are: [Cl:1][C:2]1[C:7]2[S:8][C:9]([C:11]3[C:16]([Cl:17])=[CH:15][C:14](I)=[CH:13][C:12]=3[Cl:19])=[N:10][C:6]=2[CH:5]=[CH:4][N:3]=1.C(=O)([O-])[O-].[Na+].[Na+].O1CCO[CH2:28][CH2:27]1. (2) The reactants are: [F-].C([N+](CCCC)(CCCC)CCCC)CCC.C1(S([N:28]2[C:36]3[C:31](=[CH:32][C:33]([CH:37]([C:47]4[CH:52]=[CH:51][CH:50]=[CH:49][CH:48]=4)[CH2:38][O:39][Si](C(C)(C)C)(C)C)=[CH:34][CH:35]=3)[CH:30]=[C:29]2[C:53]#[N:54])(=O)=O)C=CC=CC=1. Given the product [OH:39][CH2:38][CH:37]([C:33]1[CH:32]=[C:31]2[C:36](=[CH:35][CH:34]=1)[NH:28][C:29]([C:53]#[N:54])=[CH:30]2)[C:47]1[CH:48]=[CH:49][CH:50]=[CH:51][CH:52]=1, predict the reactants needed to synthesize it.